From a dataset of Full USPTO retrosynthesis dataset with 1.9M reactions from patents (1976-2016). Predict the reactants needed to synthesize the given product. (1) The reactants are: [CH3:1][C:2]1[N:7]=[CH:6][C:5](/[CH:8]=[CH:9]/[C:10]2[C:18]3[NH:17][C:16]4[CH:19]5[CH2:25][CH2:24][N:22]([CH2:23][C:15]=4[C:14]=3[CH:13]=[CH:12][CH:11]=2)[CH2:21][CH2:20]5)=[CH:4][CH:3]=1. Given the product [CH3:1][C:2]1[N:7]=[CH:6][C:5]([CH2:8][CH2:9][C:10]2[C:18]3[NH:17][C:16]4[CH:19]5[CH2:25][CH2:24][N:22]([CH2:23][C:15]=4[C:14]=3[CH:13]=[CH:12][CH:11]=2)[CH2:21][CH2:20]5)=[CH:4][CH:3]=1, predict the reactants needed to synthesize it. (2) Given the product [N+:1]([C:4]1[CH:5]=[CH:6][C:7]2[O:13][CH2:12][CH2:11][N:10]([C:23](=[O:24])[C:22]([F:33])([F:32])[F:21])[CH2:9][C:8]=2[CH:14]=1)([O-:3])=[O:2], predict the reactants needed to synthesize it. The reactants are: [N+:1]([C:4]1[CH:5]=[CH:6][C:7]2[O:13][CH2:12][CH2:11][NH:10][CH2:9][C:8]=2[CH:14]=1)([O-:3])=[O:2].N1C=CC=CC=1.[F:21][C:22]([F:33])([F:32])[C:23](O[C:23](=[O:24])[C:22]([F:33])([F:32])[F:21])=[O:24].